Task: Predict the reaction yield, written as a fraction of the theoretical maximum amount of product (1.0 means a 100% yield; for example, 0.34 means a 34% yield).. Dataset: Reaction yield outcomes from USPTO patents with 853,638 reactions The reactants are [CH2:1]([O:3][C:4](=[O:16])[C:5]([C:7]([CH3:15])([CH3:14])[O:8][SiH2:9][C:10]([CH3:13])([CH3:12])[CH3:11])=[CH2:6])[CH3:2].CO[CH2:19][N:20]([CH2:26][C:27]1[CH:32]=[CH:31][CH:30]=[CH:29][CH:28]=1)[CH2:21][Si](C)(C)C.FC(F)(F)C(O)=O. The catalyst is ClCCl. The product is [CH2:1]([O:3][C:4]([C:5]1([C:7]([CH3:15])([CH3:14])[O:8][SiH2:9][C:10]([CH3:13])([CH3:12])[CH3:11])[CH2:6][CH2:19][N:20]([CH2:26][C:27]2[CH:28]=[CH:29][CH:30]=[CH:31][CH:32]=2)[CH2:21]1)=[O:16])[CH3:2]. The yield is 0.690.